The task is: Predict the reaction yield, written as a fraction of the theoretical maximum amount of product (1.0 means a 100% yield; for example, 0.34 means a 34% yield).. This data is from Reaction yield outcomes from USPTO patents with 853,638 reactions. (1) The reactants are Cl[C:2]1[N:7]=[C:6]([NH:8][C:9]2[CH:13]=[C:12]([CH:14]3[CH2:16][CH2:15]3)[NH:11][N:10]=2)[C:5]([N+:17]([O-:19])=[O:18])=[CH:4][CH:3]=1.[F:20][C:21]1[CH:26]=[CH:25][C:24]([C@@H:27]([NH2:29])[CH3:28])=[CH:23][CH:22]=1.CCN(C(C)C)C(C)C. The product is [CH:14]1([C:12]2[NH:11][N:10]=[C:9]([NH:8][C:6]3[C:5]([N+:17]([O-:19])=[O:18])=[CH:4][CH:3]=[C:2]([NH:29][C@H:27]([C:24]4[CH:25]=[CH:26][C:21]([F:20])=[CH:22][CH:23]=4)[CH3:28])[N:7]=3)[CH:13]=2)[CH2:16][CH2:15]1. The yield is 0.990. The catalyst is CCCCO. (2) The reactants are C([O:5][C:6]([C@H:8]([N:10]1[C:15](=[O:16])[C@@H:14]([N:17]=[N+:18]=[N-:19])[C@@H:13]([OH:20])[CH2:12][O:11]1)[CH3:9])=[O:7])(C)(C)C.FC(F)(F)C(O)=O. The catalyst is C(Cl)Cl. The product is [C:6]([C@H:8]([N:10]1[C:15](=[O:16])[C@@H:14]([N:17]=[N+:18]=[N-:19])[C@@H:13]([OH:20])[CH2:12][O:11]1)[CH3:9])([OH:7])=[O:5]. The yield is 0.990. (3) The reactants are [OH:1][CH2:2][CH:3]([O:5][CH:6]1[CH2:9][N:8]([C:10]([O:12][C:13]([CH3:16])([CH3:15])[CH3:14])=[O:11])[CH2:7]1)[CH3:4].[CH3:17][C:18]1[CH:23]=[CH:22][C:21]([S:24](Cl)(=[O:26])=[O:25])=[CH:20][CH:19]=1. The catalyst is CN(C1C=CN=CC=1)C.C(Cl)Cl. The product is [S:24]([O:1][CH2:2][CH:3]([O:5][CH:6]1[CH2:9][N:8]([C:10]([O:12][C:13]([CH3:15])([CH3:14])[CH3:16])=[O:11])[CH2:7]1)[CH3:4])([C:21]1[CH:22]=[CH:23][C:18]([CH3:17])=[CH:19][CH:20]=1)(=[O:26])=[O:25]. The yield is 0.550. (4) The reactants are C([C@H:4]1[CH2:7][C@H:6]([N:8]2[C:13](=[O:14])[C:12]([CH2:15][C:16]3[CH:21]=[CH:20][C:19]([C:22]4[C:23]([C:28]#[N:29])=[CH:24][CH:25]=[CH:26][CH:27]=4)=[CH:18][CH:17]=3)=[C:11]([CH2:30][CH2:31][CH3:32])[N:10]3[N:33]=[CH:34][N:35]=[C:9]23)[CH2:5]1)(=O)C.O.OO.FC(F)(F)C(OC(=O)C(F)(F)F)=[O:42].C(=O)([O-])O.[Na+].S([O-])([O-])(=O)=S.[Na+].[Na+]. The catalyst is C(Cl)(Cl)Cl. The product is [OH:42][C@H:4]1[CH2:5][C@H:6]([N:8]2[C:13](=[O:14])[C:12]([CH2:15][C:16]3[CH:17]=[CH:18][C:19]([C:22]4[C:23]([C:28]#[N:29])=[CH:24][CH:25]=[CH:26][CH:27]=4)=[CH:20][CH:21]=3)=[C:11]([CH2:30][CH2:31][CH3:32])[N:10]3[N:33]=[CH:34][N:35]=[C:9]23)[CH2:7]1. The yield is 0.230. (5) The reactants are [CH2:1]([O:8][C:9]1[CH:10]=[CH:11][C:12]([N+:17]([O-:19])=[O:18])=[C:13]([CH:16]=1)[CH:14]=[O:15])[C:2]1[CH:7]=[CH:6][CH:5]=[CH:4][CH:3]=1.[CH:20]([Mg]Br)=[CH:21][CH3:22]. The catalyst is C1COCC1. The product is [CH2:1]([O:8][C:9]1[CH:10]=[CH:11][C:12]([N+:17]([O-:19])=[O:18])=[C:13]([CH:14]([OH:15])[CH:20]=[CH:21][CH3:22])[CH:16]=1)[C:2]1[CH:3]=[CH:4][CH:5]=[CH:6][CH:7]=1. The yield is 0.560. (6) The reactants are [Cl:1][C:2]1[C:11]2[C:6](=[CH:7][CH:8]=[C:9](OC(F)(F)F)[CH:10]=2)[N:5]=[C:4]([N:17]2[CH2:23][C:22]3[CH:24]=[CH:25][CH:26]=[CH:27][C:21]=3[S:20](=[O:29])(=[O:28])[CH2:19][CH2:18]2)[CH:3]=1.[CH:30]1(B(O)O)[CH2:32][CH2:31]1.C1(P(C2C=CC=CC=2)C2C=CC3C(=CC=CC=3)C=2C2C3C(=CC=CC=3)C=CC=2P(C2C=CC=CC=2)C2C=CC=CC=2)C=CC=CC=1.C(=O)([O-])[O-].[K+].[K+]. The catalyst is C1(C)C=CC=CC=1.C([O-])(=O)C.[Pd+2].C([O-])(=O)C. The product is [Cl:1][C:2]1[C:11]2[C:6](=[CH:7][CH:8]=[C:9]([CH:30]3[CH2:32][CH2:31]3)[CH:10]=2)[N:5]=[C:4]([N:17]2[CH2:23][C:22]3[CH:24]=[CH:25][CH:26]=[CH:27][C:21]=3[S:20](=[O:29])(=[O:28])[CH2:19][CH2:18]2)[CH:3]=1. The yield is 0.330.